From a dataset of Catalyst prediction with 721,799 reactions and 888 catalyst types from USPTO. Predict which catalyst facilitates the given reaction. (1) Reactant: [C:1]([C:4]1[C:9](=[O:10])[C:8]([O:11][CH3:12])=[CH:7][N:6]([C:13]2[CH:18]=[CH:17][C:16]([N:19]3[CH:23]=[CH:22][CH:21]=[N:20]3)=[CH:15][C:14]=2[O:24][CH3:25])[N:5]=1)(=[O:3])[CH3:2].CO[CH:28](OC)[N:29]([CH3:31])[CH3:30]. Product: [CH3:28][N:29]([CH3:31])[CH:30]=[CH:2][C:1]([C:4]1[C:9](=[O:10])[C:8]([O:11][CH3:12])=[CH:7][N:6]([C:13]2[CH:18]=[CH:17][C:16]([N:19]3[CH:23]=[CH:22][CH:21]=[N:20]3)=[CH:15][C:14]=2[O:24][CH3:25])[N:5]=1)=[O:3]. The catalyst class is: 10. (2) Reactant: I[CH2:2][CH3:3].[OH:4][C:5]1[CH:14]=[C:13]([I:15])[CH:12]=[CH:11][C:6]=1[C:7]([O:9][CH3:10])=[O:8].C(=O)([O-])[O-].[K+].[K+].CN(C=O)C. Product: [CH2:2]([O:4][C:5]1[CH:14]=[C:13]([I:15])[CH:12]=[CH:11][C:6]=1[C:7]([O:9][CH3:10])=[O:8])[CH3:3]. The catalyst class is: 6.